From a dataset of Peptide-MHC class I binding affinity with 185,985 pairs from IEDB/IMGT. Regression. Given a peptide amino acid sequence and an MHC pseudo amino acid sequence, predict their binding affinity value. This is MHC class I binding data. (1) The MHC is Mamu-B08 with pseudo-sequence Mamu-B08. The peptide sequence is GRDNRRGP. The binding affinity (normalized) is 0.0230. (2) The peptide sequence is LVSDYCNVLNKEFT. The MHC is HLA-A33:01 with pseudo-sequence HLA-A33:01. The binding affinity (normalized) is 0. (3) The binding affinity (normalized) is 0.0847. The peptide sequence is LVRGNSPVF. The MHC is HLA-B27:05 with pseudo-sequence HLA-B27:05. (4) The peptide sequence is ITNILGGVL. The MHC is HLA-A02:02 with pseudo-sequence HLA-A02:02. The binding affinity (normalized) is 0.177. (5) The peptide sequence is VVDALRNIY. The MHC is HLA-B39:01 with pseudo-sequence HLA-B39:01. The binding affinity (normalized) is 0.0847.